Dataset: HIV replication inhibition screening data with 41,000+ compounds from the AIDS Antiviral Screen. Task: Binary Classification. Given a drug SMILES string, predict its activity (active/inactive) in a high-throughput screening assay against a specified biological target. (1) The compound is NCCCCN(CCCN)C(=O)c1ccccc1. The result is 0 (inactive). (2) The compound is Nc1nc(SCc2ccccc2)c2ncn(CCO)c2n1. The result is 0 (inactive). (3) The compound is CCN(CC)CC(=O)Nc1ccc(Cl)cc1C(O)c1ccccc1. The result is 0 (inactive). (4) The drug is COc1ccc(C=c2sc3n(c2=O)CCN=3)cc1. The result is 0 (inactive).